Dataset: NCI-60 drug combinations with 297,098 pairs across 59 cell lines. Task: Regression. Given two drug SMILES strings and cell line genomic features, predict the synergy score measuring deviation from expected non-interaction effect. (1) Drug 2: CC1C(C(=O)NC(C(=O)N2CCCC2C(=O)N(CC(=O)N(C(C(=O)O1)C(C)C)C)C)C(C)C)NC(=O)C3=C4C(=C(C=C3)C)OC5=C(C(=O)C(=C(C5=N4)C(=O)NC6C(OC(=O)C(N(C(=O)CN(C(=O)C7CCCN7C(=O)C(NC6=O)C(C)C)C)C)C(C)C)C)N)C. Drug 1: CN(C)C1=NC(=NC(=N1)N(C)C)N(C)C. Cell line: NCI-H522. Synergy scores: CSS=12.5, Synergy_ZIP=23.2, Synergy_Bliss=24.6, Synergy_Loewe=21.9, Synergy_HSA=21.2. (2) Drug 1: C1CCC(C1)C(CC#N)N2C=C(C=N2)C3=C4C=CNC4=NC=N3. Drug 2: C1CN(P(=O)(OC1)NCCCl)CCCl. Cell line: COLO 205. Synergy scores: CSS=-6.98, Synergy_ZIP=5.40, Synergy_Bliss=-4.16, Synergy_Loewe=-12.3, Synergy_HSA=-13.1. (3) Drug 1: C1CC(=O)NC(=O)C1N2CC3=C(C2=O)C=CC=C3N. Drug 2: CC1CCC2CC(C(=CC=CC=CC(CC(C(=O)C(C(C(=CC(C(=O)CC(OC(=O)C3CCCCN3C(=O)C(=O)C1(O2)O)C(C)CC4CCC(C(C4)OC)OCCO)C)C)O)OC)C)C)C)OC. Cell line: IGROV1. Synergy scores: CSS=27.8, Synergy_ZIP=-1.23, Synergy_Bliss=-0.800, Synergy_Loewe=-0.846, Synergy_HSA=2.73. (4) Drug 1: C1=CN(C(=O)N=C1N)C2C(C(C(O2)CO)O)O.Cl. Drug 2: CCC1(C2=C(COC1=O)C(=O)N3CC4=CC5=C(C=CC(=C5CN(C)C)O)N=C4C3=C2)O.Cl. Cell line: SK-OV-3. Synergy scores: CSS=18.6, Synergy_ZIP=-11.4, Synergy_Bliss=-3.99, Synergy_Loewe=-9.22, Synergy_HSA=-4.24. (5) Drug 1: C1=C(C(=O)NC(=O)N1)F. Drug 2: CN(C(=O)NC(C=O)C(C(C(CO)O)O)O)N=O. Cell line: NCI-H226. Synergy scores: CSS=20.8, Synergy_ZIP=2.73, Synergy_Bliss=5.16, Synergy_Loewe=3.56, Synergy_HSA=5.73. (6) Drug 1: C1=C(C(=O)NC(=O)N1)F. Drug 2: CC1=C(C(CCC1)(C)C)C=CC(=CC=CC(=CC(=O)O)C)C. Cell line: SR. Synergy scores: CSS=23.9, Synergy_ZIP=-10.2, Synergy_Bliss=-23.5, Synergy_Loewe=-28.0, Synergy_HSA=-24.1. (7) Drug 1: CC1CCC2CC(C(=CC=CC=CC(CC(C(=O)C(C(C(=CC(C(=O)CC(OC(=O)C3CCCCN3C(=O)C(=O)C1(O2)O)C(C)CC4CCC(C(C4)OC)OCCO)C)C)O)OC)C)C)C)OC. Drug 2: C#CCC(CC1=CN=C2C(=N1)C(=NC(=N2)N)N)C3=CC=C(C=C3)C(=O)NC(CCC(=O)O)C(=O)O. Cell line: OVCAR-8. Synergy scores: CSS=41.5, Synergy_ZIP=2.13, Synergy_Bliss=-0.286, Synergy_Loewe=-28.7, Synergy_HSA=0.190. (8) Drug 1: C1CN(CCN1C(=O)CCBr)C(=O)CCBr. Drug 2: CC1C(C(CC(O1)OC2CC(CC3=C2C(=C4C(=C3O)C(=O)C5=CC=CC=C5C4=O)O)(C(=O)C)O)N)O. Cell line: NCIH23. Synergy scores: CSS=36.3, Synergy_ZIP=-5.59, Synergy_Bliss=-3.66, Synergy_Loewe=-9.72, Synergy_HSA=-1.47. (9) Drug 1: CN1CCC(CC1)COC2=C(C=C3C(=C2)N=CN=C3NC4=C(C=C(C=C4)Br)F)OC. Drug 2: CC1CCC2CC(C(=CC=CC=CC(CC(C(=O)C(C(C(=CC(C(=O)CC(OC(=O)C3CCCCN3C(=O)C(=O)C1(O2)O)C(C)CC4CCC(C(C4)OC)OCCO)C)C)O)OC)C)C)C)OC. Cell line: HOP-92. Synergy scores: CSS=20.3, Synergy_ZIP=-3.06, Synergy_Bliss=0.836, Synergy_Loewe=2.91, Synergy_HSA=3.67. (10) Drug 1: CC1=C2C(C(=O)C3(C(CC4C(C3C(C(C2(C)C)(CC1OC(=O)C(C(C5=CC=CC=C5)NC(=O)OC(C)(C)C)O)O)OC(=O)C6=CC=CC=C6)(CO4)OC(=O)C)OC)C)OC. Drug 2: CN1CCC(CC1)COC2=C(C=C3C(=C2)N=CN=C3NC4=C(C=C(C=C4)Br)F)OC. Cell line: K-562. Synergy scores: CSS=77.3, Synergy_ZIP=6.64, Synergy_Bliss=5.50, Synergy_Loewe=2.29, Synergy_HSA=7.67.